This data is from Reaction yield outcomes from USPTO patents with 853,638 reactions. The task is: Predict the reaction yield, written as a fraction of the theoretical maximum amount of product (1.0 means a 100% yield; for example, 0.34 means a 34% yield). (1) The reactants are [O:1]1[CH2:6][CH2:5][NH:4][C:3]2[N:7]=[CH:8][C:9](/[CH:11]=[CH:12]/[C:13]([N:15]([CH3:27])[CH2:16][C:17]3[O:18][C:19]4[CH:26]=[CH:25][CH:24]=[CH:23][C:20]=4[C:21]=3[CH3:22])=[O:14])=[CH:10][C:2]1=2.[ClH:28]. The catalyst is C(Cl)Cl.C(OCC)C. The product is [ClH:28].[O:1]1[CH2:6][CH2:5][NH:4][C:3]2[N:7]=[CH:8][C:9](/[CH:11]=[CH:12]/[C:13]([N:15]([CH3:27])[CH2:16][C:17]3[O:18][C:19]4[CH:26]=[CH:25][CH:24]=[CH:23][C:20]=4[C:21]=3[CH3:22])=[O:14])=[CH:10][C:2]1=2. The yield is 0.710. (2) The reactants are Cl.[Cl:2][CH2:3][CH2:4][CH2:5][NH2:6].[CH3:7][CH2:8][CH2:9][CH2:10][CH2:11][CH3:12].[C:13]([O:16]CC)(=[O:15])C. The yield is 0.404. The product is [Cl:2][CH2:3][CH2:4][CH2:5][NH:6][C:13](=[O:15])[O:16][C:9]1[CH:8]=[CH:7][CH:12]=[CH:11][CH:10]=1. The catalyst is C(OCC)C.CCCCCC.